The task is: Regression/Classification. Given a drug SMILES string, predict its absorption, distribution, metabolism, or excretion properties. Task type varies by dataset: regression for continuous measurements (e.g., permeability, clearance, half-life) or binary classification for categorical outcomes (e.g., BBB penetration, CYP inhibition). Dataset: cyp2c9_veith.. This data is from CYP2C9 inhibition data for predicting drug metabolism from PubChem BioAssay. (1) The molecule is CO[C@H]1C[C@@H]2C[C@H](O)C[C@@H](CC(=O)O[C@@H](/C=C\CC(C)C)C[C@@H]3CC[C@H](C)[C@@H](C1)O3)O2. The result is 0 (non-inhibitor). (2) The drug is Cl.c1ccc(-c2nc(NCc3ccco3)c3oc4ccccc4c3n2)cc1. The result is 1 (inhibitor). (3) The drug is O=C(Nc1cccc(F)c1)N1CC[C@@]2(CCCN(C(=O)c3cccc(F)c3)C2)C1. The result is 0 (non-inhibitor). (4) The drug is CN(C)CCn1nnnc1SCC1=C(C(=O)O)N2C(=O)[C@@H](NC(=O)Cc3csc(N)n3)[C@@H]2SC1. The result is 0 (non-inhibitor). (5) The drug is COc1ccccc1CNc1ncnc2ccc(-c3ccc(C(=O)N(C)C)cc3)cc12. The result is 0 (non-inhibitor). (6) The compound is Clc1ccc2oc(-c3cccnc3)nc2c1. The result is 0 (non-inhibitor). (7) The result is 1 (inhibitor). The molecule is COc1ccc(O[C@H]2C=C[C@@H](c3ccccc3)O[C@H]2COC(=O)CC/C(C)=N\OC[C@@H](O)[C@H]2O[C@H]3OC(C)(C)O[C@H]3[C@@H]2O)cc1. (8) The compound is CCNc1ncc2nc(-c3ccc(F)cc3)c(=O)n(-c3ccc(OC)cc3)c2n1. The result is 0 (non-inhibitor). (9) The molecule is COC(=O)[C@@]1(Cc2ccc(OC)cc2)[C@H]2c3cc(C(=O)N(C)C)n(CCF)c3C[C@H]2CN1C(=O)c1ccccc1. The result is 1 (inhibitor). (10) The drug is CCCN1C(=O)C(Cc2nc3ccccc3c(=O)n2C)c2ccccc21. The result is 1 (inhibitor).